Dataset: Reaction yield outcomes from USPTO patents with 853,638 reactions. Task: Predict the reaction yield, written as a fraction of the theoretical maximum amount of product (1.0 means a 100% yield; for example, 0.34 means a 34% yield). (1) The reactants are [CH3:1][N:2]1[C:29]2[C:24](=[CH:25][C:26]([C:30]([O:32]C)=[O:31])=[CH:27][CH:28]=2)[C:4]2([CH2:9][CH2:8][N:7]([C:10](=[O:23])/[CH:11]=[CH:12]/[C:13]3[CH:18]=[CH:17][CH:16]=[CH:15][C:14]=3[C:19]([F:22])([F:21])[F:20])[CH2:6][CH2:5]2)[C:3]1=[O:34].[Li+].[OH-]. The catalyst is CO.O. The product is [CH3:1][N:2]1[C:29]2[C:24](=[CH:25][C:26]([C:30]([OH:32])=[O:31])=[CH:27][CH:28]=2)[C:4]2([CH2:9][CH2:8][N:7]([C:10](=[O:23])/[CH:11]=[CH:12]/[C:13]3[CH:18]=[CH:17][CH:16]=[CH:15][C:14]=3[C:19]([F:22])([F:20])[F:21])[CH2:6][CH2:5]2)[C:3]1=[O:34]. The yield is 0.650. (2) The reactants are [Cl-].[CH3:2][O:3][C:4]1[CH:11]=[CH:10][CH:9]=[CH:8][C:5]=1[CH2:6][Zn+].[CH3:12][O:13][C:14]1[CH:15]=[C:16]2[C:21](=[CH:22][CH:23]=1)[C:20]([C:24](=[O:40])[C:25]1[CH:30]=[CH:29][C:28]([O:31][CH2:32][CH2:33][N:34]3[CH2:39][CH2:38][CH2:37][CH2:36][CH2:35]3)=[CH:27][CH:26]=1)=[C:19](OS(C(F)(F)F)(=O)=O)[CH:18]=[CH:17]2. The catalyst is [N+](CCCC)(CCCC)(CCCC)CCCC.[I-].CN1C(=O)CCC1.C1COCC1.C(Cl)Cl.C1C=CC(/C=C/C(/C=C/C2C=CC=CC=2)=O)=CC=1.C1C=CC(/C=C/C(/C=C/C2C=CC=CC=2)=O)=CC=1.[Pd].C1C=CC(P(C2C=CC=CC=2)[C-]2C=CC=C2)=CC=1.C1C=CC(P(C2C=CC=CC=2)[C-]2C=CC=C2)=CC=1.[Fe+2]. The product is [CH3:12][O:13][C:14]1[CH:15]=[C:16]2[C:21](=[CH:22][CH:23]=1)[C:20]([C:24]([C:25]1[CH:30]=[CH:29][C:28]([O:31][CH2:32][CH2:33][N:34]3[CH2:39][CH2:38][CH2:37][CH2:36][CH2:35]3)=[CH:27][CH:26]=1)=[O:40])=[C:19]([CH2:6][C:5]1[CH:8]=[CH:9][CH:10]=[CH:11][C:4]=1[O:3][CH3:2])[CH:18]=[CH:17]2. The yield is 0.870.